From a dataset of Catalyst prediction with 721,799 reactions and 888 catalyst types from USPTO. Predict which catalyst facilitates the given reaction. Reactant: [F:1][C:2]1[CH:7]=[CH:6][C:5]([C:8]([C:10]([C:12]2[CH:17]=[CH:16][C:15]([F:18])=[CH:14][CH:13]=2)=O)=O)=[CH:4][CH:3]=1.[NH2:19][CH2:20][CH:21]([NH2:23])[CH3:22]. Product: [F:1][C:2]1[CH:7]=[CH:6][C:5]([C:8]2[C:10]([C:12]3[CH:17]=[CH:16][C:15]([F:18])=[CH:14][CH:13]=3)=[N:23][CH:21]([CH3:22])[CH2:20][N:19]=2)=[CH:4][CH:3]=1. The catalyst class is: 8.